Dataset: Experimentally validated miRNA-target interactions with 360,000+ pairs, plus equal number of negative samples. Task: Binary Classification. Given a miRNA mature sequence and a target amino acid sequence, predict their likelihood of interaction. (1) The miRNA is hsa-miR-8058 with sequence CUGGACUUUGAUCUUGCCAUAA. The protein sequence of the target gene is MASPGSGFWSFGSEDGSADPENPGTARAWCQVAQKFTGGIGNKLCALLYGDSGKPAEGGGSVTSRAATGKVACTCDQKPCNCPKGDVNYAFLHATDLLPACDGERPTLAFLQDVMNILLQYVVKSFDRSTKVIDFHYPNELLQEYNWELADQPQNLEEILTHCQTTLKYAIKTGHPRYFNQLSTGLDMVGLAADWLTSTANTNMFTYEIAPVFVLLEYVTLKKMREIIGWPGGSGDGIFSPGGAISNMYAMLIARYKMFPEVKEKGMAAVPRLIAFTSEHSHFSLKKGAAALGIGTDSVI.... Result: 0 (no interaction). (2) The miRNA is hsa-miR-26b-5p with sequence UUCAAGUAAUUCAGGAUAGGU. The protein sequence of the target gene is MTTQQIDLQGPGPWGFRLVGGKDFEQPLAISRVTPGSKAALANLCIGDVITAIDGENTSNMTHLEAQNRIKGCTDNLTLTVARSEHKVWSPLVTEEGKRHPYKMNLASEPQEVLHIGSAHNRSAMPFTASPASSTTARVITNQYNNPAGLYSSENISNFNNALESKTAASGVEANSRPLDHAQPPSSLVIDKESEVYKMLQEKQELNEPPKQSTSFLVLQEILESEEKGDPNKPSGFRSVKAPVTKVAASIGNAQKLPMCDKCGTGIVGVFVKLRDRHRHPECYVCTDCGTNLKQKGHFF.... Result: 1 (interaction). (3) The miRNA is hsa-miR-7110-5p with sequence UGGGGGUGUGGGGAGAGAGAG. The protein sequence of the target gene is MLGPGQVRLRPRVWRDKAGGRVADGASGLPPARGSWRETGTGRALGASSPPRPAQGSSSPGIQSGPSSRPGSPRGAEQAGTPRPRLSLGISQATGSAARWRTRRTGKGLGYNSDEIRPRTLLIEHLMEGGRRDHHTMTVLWGTQEIIVAEFHKKIKEAFEVFDHESNNTVDVREIGTIIRSLGCCPTEGELHDLIAEVEEEEPTGYIRFEKFLPVMTEILLERKYRPIPEDVLLRAFEVLDSAKRGFLTKDELIKYMTEEDGVSLRRPG. Result: 0 (no interaction). (4) The miRNA is hsa-miR-4734 with sequence GCUGCGGGCUGCGGUCAGGGCG. The protein sequence of the target gene is MEFSIRKSPLSVQKVVKCMKMKQTPEILGSANGKTQNCEVNHECSVFLSKAQLSNSLQEGVMQKFNGHDALPFLPAEKLKDLTSCVFNGEPGAHDTKLCFEAQEVKGIGTPPNTTPIKNGSPEIKLKITKTYMNGKPLFESSICGDGAADVSQSEENEQKSDNKTRRNRKRSIKYDSLLEQGLVEAALVSKISSPADKKIPVKKESCPNTGRDRDLLLKYNVGDLVWSKVSGYPWWPCMVSADPLLHNHTKLKGQKKSARQYHVQFFGDAPERAWIFEKSLVAFEGEEQFEKLCQESAKQ.... Result: 0 (no interaction). (5) The miRNA is hsa-miR-1324 with sequence CCAGACAGAAUUCUAUGCACUUUC. The protein sequence of the target gene is MANMQGLVERLERAVSRLESLSAESHRPPGNCGEVNGVIAGVAPSVEAFDKLMDSMVAEFLKNSRILAGDVETHAEMVHSAFQAQRAFLLMASQYQQPHENDVAALLKPISEKIQEIQTFRERNRGSNMFNHLSAVSESIPALGWIAVSPKPGPYVKEMNDAATFYTNRVLKDYKHSDLRHVDWVKSYLNIWSELQAYIKEHHTTGLTWSKTGPVASTVSAFSVLSSGPGLPPPPPPLPPPGPPPLFENEGKKEESSPSRSALFAQLNQGEAITKGLRHVTDDQKTYKNPSLRAQGGQTQ.... Result: 0 (no interaction). (6) The miRNA is mmu-miR-211-5p with sequence UUCCCUUUGUCAUCCUUUGCCU. The protein sequence of the target gene is MLSCNICGETVTSEPDMKAHLIVHMESEIICPFCKLSGVNYDEMCFHIETAHFEQNTLERNFERINTVQYGTSDNKKDNTLQCGMEVNSSILSGCASNHPKNSAQNLTKDSTLKHEGFYSENLTESRKFLKSREKQSSLTEIKGSVYETTYSPPECPFCGKIEEHSEDMETHVKTKHANLLDIPLEDCDQPLYDCPMCGLICTNYHILQEHVDLHLEENSFQQGMDRVQCSGDLQLAHQLQQEEDRKRRSEESRQEIEEFQKLQRQYGLDNSGGYKQQQLRNMEIEVNRGRMPPSEFHRR.... Result: 0 (no interaction).